Dataset: Experimentally validated miRNA-target interactions with 360,000+ pairs, plus equal number of negative samples. Task: Binary Classification. Given a miRNA mature sequence and a target amino acid sequence, predict their likelihood of interaction. (1) The miRNA is hsa-miR-6848-5p with sequence UGGGGGCUGGGAUGGGCCAUGGU. The protein sequence of the target gene is MNLLPCNPHGNGLLYAGFNQDHGCFACGMENGFRVYNTDPLKEKEKQEFLEGGVGHVEMLFRCNYLALVGGGKKPKYPPNKVMIWDDLKKKTVIEIEFSTEVKAVKLRRDRIVVVLDSMIKVFTFTHNPHQLHVFETCYNPKGLCVLCPNSNNSLLAFPGTHTGHVQLVDLASTEKPPVDIPAHEGVLSCIALNLQGTRIATASEKGTLIRIFDTSSGHLIQELRRGSQAANIYCINFNQDASLICVSSDHGTVHIFAAEDPKRNKQSSLASASFLPKYFSSKWSFSKFQVPSGSPCICA.... Result: 1 (interaction). (2) The miRNA is hsa-miR-6750-5p with sequence CAGGGAACAGCUGGGUGAGCUGCU. The protein sequence of the target gene is MTGNAGEWCLMESDPGVFTELIKGFGCRGAQVEEIWSLEPENFEKLKPVHGLIFLFKWQPGEEPAGSVVQDSRLDTIFFAKQVINNACATQAIVSVLLNCTHQDVHLGETLSEFKEFSQSFDAAMKGLALSNSDVIRQVHNSFARQQMFEFDTKTSAKEEDAFHFVSYVPVNGRLYELDGLREGPIDLGACNQDDWISAVRPVIEKRIQKYSEGEIRFNLMAIVSDRKMIYEQKIAELQRQLAEEEPMDTDQGNSMLSAIQSEVAKNQMLIEEEVQKLKRYKIENIRRKHNYLPFIMELL.... Result: 1 (interaction). (3) Result: 1 (interaction). The protein sequence of the target gene is MYQDYPGNFDTSSRGSSGSPAHAESYSSGGGGQQKFRVDMPGSGSAFIPTINAITTSQDLQWMVQPTVITSMSNPYPRSHPYSPLPGLASVPGHMALPRPGVIKTIGTTVGRRRRDEQLSPEEEEKRRIRRERNKLAAAKCRNRRRELTEKLQAETEELEEEKSGLQKEIAELQKEKEKLEFMLVAHGPVCKISPEERRSPPAPGLQPMRSGGGSVGAVVVKQEPLEEDSPSSSSAGLDKAQRSVIKPISIAGGFYGEEPLHTPIVVTSTPAVTPGTSNLVFTYPSVLEQESPASPSESC.... The miRNA is hsa-miR-940 with sequence AAGGCAGGGCCCCCGCUCCCC. (4) The miRNA is hsa-miR-489-3p with sequence GUGACAUCACAUAUACGGCAGC. The protein sequence of the target gene is MVSKMIIENFEALKSWLSKTLEPICDADPSALAKYVLALVKKDKSEKELKALCIDQLDVFLQKETQIFVEKLFDAVNTKSYLPPPEQPSSGSLKVDFLQHQEKDIKKEELTKEEEREKKFSRRLNHSPPQSSSRYRDNRSRDERKKDDRSRKRDYDRNPPRRDSYRDRYNRRRGRSRSYSRSRSRSWSKERLRDRDRDRSRTRSRSRTRSRERDLVKPKYDLDRTDPLENNYTPVSSVSNISSGHYPVPTLSSTITVIAPTHHGNNTTESWSEFHEDQVDHNSYVRPPMPKKRCRDYDEK.... Result: 0 (no interaction). (5) Result: 1 (interaction). The miRNA is hsa-miR-186-3p with sequence GCCCAAAGGUGAAUUUUUUGGG. The protein sequence of the target gene is MGPLTIRDVTVEFSLEEWHCLDTAQQNLYRDVMLENYRNLVFLGIAVSKPDLITCLEQGKEPCNMKRHEMVAKPPVMCSHIAEDLCPERDIKYFFQKVILRRYDKCEHENLQLRKGCKSVDECKVCKGGYNGLNQCLITTQSKMYQCDKYVKVFYKFSNSDRHKIRHTEKKTCKCKECGKSFCMLSQLTRHKRIHIRENSHKCEECGKAFNQSSALTRHKMTHTGEKPYKCEECGKAFNRSSHLTQHKVIHTREKPYKCEECGKAFNRSSHITQHKRIHNREKPFKYDECCKAFKWSSAL....